From a dataset of Full USPTO retrosynthesis dataset with 1.9M reactions from patents (1976-2016). Predict the reactants needed to synthesize the given product. Given the product [CH3:1][O:2][C:3](=[O:25])[CH2:4][C:5]1[C:14]([CH3:15])=[C:13]([C:59]2[CH:58]=[CH:57][C:56]([S:53](=[O:54])(=[O:55])[NH:52][CH2:51][C:50]3[CH:49]=[CH:48][C:47]([O:46][CH3:45])=[CH:66][CH:65]=3)=[CH:61][CH:60]=2)[C:12]2[C:7](=[CH:8][CH:9]=[C:10]([F:24])[CH:11]=2)[CH:6]=1, predict the reactants needed to synthesize it. The reactants are: [CH3:1][O:2][C:3](=[O:25])[CH2:4][C:5]1[C:14]([CH3:15])=[C:13](OS(C(F)(F)F)(=O)=O)[C:12]2[C:7](=[CH:8][CH:9]=[C:10]([F:24])[CH:11]=2)[CH:6]=1.C1(P(C2C=CC=CC=2)C2C=CC=CC=2)C=CC=CC=1.[CH3:45][O:46][C:47]1[CH:66]=[CH:65][C:50]([CH2:51][NH:52][S:53]([C:56]2[CH:61]=[CH:60][C:59](B(O)O)=[CH:58][CH:57]=2)(=[O:55])=[O:54])=[CH:49][CH:48]=1.C(=O)([O-])[O-].[Na+].[Na+].